Dataset: Reaction yield outcomes from USPTO patents with 853,638 reactions. Task: Predict the reaction yield, written as a fraction of the theoretical maximum amount of product (1.0 means a 100% yield; for example, 0.34 means a 34% yield). The reactants are [NH2:1][C:2]1[CH:13]=[CH:12][C:5]2[C:6](=[O:11])[NH:7][CH2:8][CH2:9][CH2:10][C:4]=2[CH:3]=1.Cl[C:15]1[N:20]=[C:19]([NH:21][C:22]2[CH:31]=[CH:30][CH:29]=[CH:28][C:23]=2[C:24]([NH:26][CH3:27])=[O:25])[C:18]([Cl:32])=[CH:17][N:16]=1.CO.C(Cl)Cl. The catalyst is COCCO. The product is [Cl:32][C:18]1[C:19]([NH:21][C:22]2[CH:31]=[CH:30][CH:29]=[CH:28][C:23]=2[C:24]([NH:26][CH3:27])=[O:25])=[N:20][C:15]([NH:1][C:2]2[CH:13]=[CH:12][C:5]3[C:6](=[O:11])[NH:7][CH2:8][CH2:9][CH2:10][C:4]=3[CH:3]=2)=[N:16][CH:17]=1. The yield is 0.250.